Dataset: Reaction yield outcomes from USPTO patents with 853,638 reactions. Task: Predict the reaction yield, written as a fraction of the theoretical maximum amount of product (1.0 means a 100% yield; for example, 0.34 means a 34% yield). The reactants are [O:1]=[S:2]1(=[O:50])[CH2:6][CH2:5][CH:4]([NH:7][CH2:8][CH2:9][NH:10][C@:11]23[CH2:46][CH2:45][C@@H:44]([C:47]([CH3:49])=[CH2:48])[C@@H:12]2[C@@H:13]2[C@@:26]([CH3:29])([CH2:27][CH2:28]3)[C@@:25]3([CH3:30])[C@@H:16]([C@:17]4([CH3:43])[C@@H:22]([CH2:23][CH2:24]3)[C:21]([CH3:32])([CH3:31])[C:20]([C:33]3[CH:42]=[CH:41][C:36]([C:37]([O:39]C)=[O:38])=[CH:35][CH:34]=3)=[CH:19][CH2:18]4)[CH2:15][CH2:14]2)[CH2:3]1.[OH-].[Na+]. The catalyst is O1CCOCC1. The product is [O:1]=[S:2]1(=[O:50])[CH2:6][CH2:5][CH:4]([NH:7][CH2:8][CH2:9][NH:10][C@:11]23[CH2:46][CH2:45][C@@H:44]([C:47]([CH3:49])=[CH2:48])[C@@H:12]2[C@@H:13]2[C@@:26]([CH3:29])([CH2:27][CH2:28]3)[C@@:25]3([CH3:30])[C@@H:16]([C@:17]4([CH3:43])[C@@H:22]([CH2:23][CH2:24]3)[C:21]([CH3:32])([CH3:31])[C:20]([C:33]3[CH:34]=[CH:35][C:36]([C:37]([OH:39])=[O:38])=[CH:41][CH:42]=3)=[CH:19][CH2:18]4)[CH2:15][CH2:14]2)[CH2:3]1. The yield is 0.630.